From a dataset of Peptide-MHC class II binding affinity with 134,281 pairs from IEDB. Regression. Given a peptide amino acid sequence and an MHC pseudo amino acid sequence, predict their binding affinity value. This is MHC class II binding data. (1) The peptide sequence is APSGRIVMELYADVV. The MHC is DRB1_1501 with pseudo-sequence DRB1_1501. The binding affinity (normalized) is 0.485. (2) The peptide sequence is PDYKYLMDEEVPA. The MHC is DRB5_0101 with pseudo-sequence DRB5_0101. The binding affinity (normalized) is 0.